Dataset: Reaction yield outcomes from USPTO patents with 853,638 reactions. Task: Predict the reaction yield, written as a fraction of the theoretical maximum amount of product (1.0 means a 100% yield; for example, 0.34 means a 34% yield). The reactants are [Al+3].[Cl-].[Cl-].[Cl-].[C:5]1([CH:11]2[CH2:16][CH2:15][CH:14]([C:17](=[O:19])[CH3:18])[CH2:13][CH2:12]2)[CH:10]=[CH:9][CH:8]=[CH:7][CH:6]=1.[C:20](Cl)(=[O:22])[CH3:21]. The catalyst is C(Cl)Cl. The product is [C:17]([CH:14]1[CH2:15][CH2:16][CH:11]([C:5]2[CH:10]=[CH:9][C:8]([C:20](=[O:22])[CH3:21])=[CH:7][CH:6]=2)[CH2:12][CH2:13]1)(=[O:19])[CH3:18]. The yield is 0.460.